From a dataset of Forward reaction prediction with 1.9M reactions from USPTO patents (1976-2016). Predict the product of the given reaction. Given the reactants [NH:1]([C:3]([O:5][C:6]([CH3:9])([CH3:8])[CH3:7])=[O:4])[NH2:2].[O-]S([O-])(=O)=O.[Mg+2].[Si:16]([O:23][CH2:24][CH:25]=O)([C:19]([CH3:22])([CH3:21])[CH3:20])([CH3:18])[CH3:17], predict the reaction product. The product is: [Si:16]([O:23][CH2:24]/[CH:25]=[N:2]/[NH:1][C:3]([O:5][C:6]([CH3:9])([CH3:8])[CH3:7])=[O:4])([C:19]([CH3:22])([CH3:21])[CH3:20])([CH3:18])[CH3:17].